This data is from Peptide-MHC class I binding affinity with 185,985 pairs from IEDB/IMGT. The task is: Regression. Given a peptide amino acid sequence and an MHC pseudo amino acid sequence, predict their binding affinity value. This is MHC class I binding data. The peptide sequence is KLTQGRQTY. The MHC is HLA-B27:05 with pseudo-sequence HLA-B27:05. The binding affinity (normalized) is 0.0847.